This data is from Catalyst prediction with 721,799 reactions and 888 catalyst types from USPTO. The task is: Predict which catalyst facilitates the given reaction. Reactant: [CH3:1][C:2]1[N:3]([CH:7]([CH3:10])[CH2:8][OH:9])[CH:4]=[CH:5][N:6]=1.C(N(CC)CC)C.[CH3:18][S:19](Cl)(=[O:21])=[O:20]. The catalyst class is: 119. Product: [CH3:1][C:2]1[N:3]([CH:7]([CH3:10])[CH2:8][O:9][S:19]([CH3:18])(=[O:21])=[O:20])[CH:4]=[CH:5][N:6]=1.